Dataset: NCI-60 drug combinations with 297,098 pairs across 59 cell lines. Task: Regression. Given two drug SMILES strings and cell line genomic features, predict the synergy score measuring deviation from expected non-interaction effect. (1) Drug 1: CC1=C2C(C(=O)C3(C(CC4C(C3C(C(C2(C)C)(CC1OC(=O)C(C(C5=CC=CC=C5)NC(=O)OC(C)(C)C)O)O)OC(=O)C6=CC=CC=C6)(CO4)OC(=O)C)OC)C)OC. Drug 2: N.N.Cl[Pt+2]Cl. Cell line: K-562. Synergy scores: CSS=56.2, Synergy_ZIP=4.92, Synergy_Bliss=3.01, Synergy_Loewe=1.36, Synergy_HSA=3.74. (2) Drug 1: CC1=C(C(=CC=C1)Cl)NC(=O)C2=CN=C(S2)NC3=CC(=NC(=N3)C)N4CCN(CC4)CCO. Drug 2: CC(C)(C#N)C1=CC(=CC(=C1)CN2C=NC=N2)C(C)(C)C#N. Cell line: MDA-MB-435. Synergy scores: CSS=-4.40, Synergy_ZIP=1.56, Synergy_Bliss=0.472, Synergy_Loewe=-4.52, Synergy_HSA=-4.40.